Task: Regression. Given two drug SMILES strings and cell line genomic features, predict the synergy score measuring deviation from expected non-interaction effect.. Dataset: NCI-60 drug combinations with 297,098 pairs across 59 cell lines (1) Drug 1: CC12CCC3C(C1CCC2=O)CC(=C)C4=CC(=O)C=CC34C. Drug 2: B(C(CC(C)C)NC(=O)C(CC1=CC=CC=C1)NC(=O)C2=NC=CN=C2)(O)O. Cell line: EKVX. Synergy scores: CSS=12.3, Synergy_ZIP=0.394, Synergy_Bliss=-0.672, Synergy_Loewe=1.69, Synergy_HSA=0.812. (2) Drug 1: CC1=CC2C(CCC3(C2CCC3(C(=O)C)OC(=O)C)C)C4(C1=CC(=O)CC4)C. Drug 2: CC1C(C(CC(O1)OC2CC(OC(C2O)C)OC3=CC4=CC5=C(C(=O)C(C(C5)C(C(=O)C(C(C)O)O)OC)OC6CC(C(C(O6)C)O)OC7CC(C(C(O7)C)O)OC8CC(C(C(O8)C)O)(C)O)C(=C4C(=C3C)O)O)O)O. Cell line: HL-60(TB). Synergy scores: CSS=-27.9, Synergy_ZIP=2.01, Synergy_Bliss=-29.8, Synergy_Loewe=-32.7, Synergy_HSA=-33.3. (3) Drug 1: CN1C(=O)N2C=NC(=C2N=N1)C(=O)N. Drug 2: CNC(=O)C1=NC=CC(=C1)OC2=CC=C(C=C2)NC(=O)NC3=CC(=C(C=C3)Cl)C(F)(F)F. Cell line: SF-295. Synergy scores: CSS=3.15, Synergy_ZIP=-2.63, Synergy_Bliss=-4.46, Synergy_Loewe=-1.07, Synergy_HSA=-3.84.